This data is from Forward reaction prediction with 1.9M reactions from USPTO patents (1976-2016). The task is: Predict the product of the given reaction. (1) Given the reactants [N+:1]([C:4]1[CH:5]=[N:6][C:7]2[C:12]([C:13]=1[NH:14][CH2:15][C:16]1([OH:22])[CH2:21][CH2:20][CH2:19][CH2:18][CH2:17]1)=[CH:11][CH:10]=[CH:9][CH:8]=2)([O-])=O, predict the reaction product. The product is: [NH2:1][C:4]1[CH:5]=[N:6][C:7]2[C:12]([C:13]=1[NH:14][CH2:15][C:16]1([OH:22])[CH2:21][CH2:20][CH2:19][CH2:18][CH2:17]1)=[CH:11][CH:10]=[CH:9][CH:8]=2. (2) Given the reactants O.C(O)(C(F)(F)F)=O.[NH2:9][C:10]1[C:14]2[CH:15]=[CH:16][C:17]([C:19]3[CH:48]=[C:47]([Cl:49])[C:22]([CH2:23][C@@H:24]4[CH2:28][CH2:27][N:26]([N:29]5[CH2:34][CH2:33][CH:32]([O:35][Si](C(C)C)(C(C)C)C(C)C)[CH2:31][CH2:30]5)[C:25]4=[O:46])=[C:21]([Cl:50])[CH:20]=3)=[CH:18][C:13]=2[O:12][N:11]=1.C(OCC)(=O)C, predict the reaction product. The product is: [NH2:9][C:10]1[C:14]2[CH:15]=[CH:16][C:17]([C:19]3[CH:48]=[C:47]([Cl:49])[C:22]([CH2:23][C@@H:24]4[CH2:28][CH2:27][N:26]([N:29]5[CH2:34][CH2:33][CH:32]([OH:35])[CH2:31][CH2:30]5)[C:25]4=[O:46])=[C:21]([Cl:50])[CH:20]=3)=[CH:18][C:13]=2[O:12][N:11]=1. (3) The product is: [NH2:18][C@H:19]([C:44]([NH:1][C@H:2]([C:15]([OH:17])=[O:16])[CH2:3][C:4]1[CH:5]=[CH:6][C:7]([O:10][C:11]([CH3:14])([CH3:12])[CH3:13])=[CH:8][CH:9]=1)=[O:45])[CH2:20][CH2:21][CH2:22][NH:23][C:24](=[NH:43])[NH:25][S:26]([C:29]1[C:41]([CH3:42])=[C:40]2[C:34]([O:35][C:36]([CH2:39]2)([CH3:38])[CH3:37])=[C:32]([CH3:33])[C:30]=1[CH3:31])(=[O:27])=[O:28]. Given the reactants [NH2:1][C@H:2]([C:15]([OH:17])=[O:16])[CH2:3][C:4]1[CH:9]=[CH:8][C:7]([O:10][C:11]([CH3:14])([CH3:13])[CH3:12])=[CH:6][CH:5]=1.[NH2:18][C@H:19]([C:44](O)=[O:45])[CH2:20][CH2:21][CH2:22][NH:23][C:24](=[NH:43])[NH:25][S:26]([C:29]1[C:41]([CH3:42])=[C:40]2[C:34]([O:35][C:36]([CH2:39]2)([CH3:38])[CH3:37])=[C:32]([CH3:33])[C:30]=1[CH3:31])(=[O:28])=[O:27], predict the reaction product. (4) The product is: [CH:13]([O:16][C:17]([N:19]1[CH2:20][CH2:21][CH:22]([O:25][C:6]2[CH:5]=[CH:4][N:3]=[C:2]([Cl:1])[C:7]=2[O:8][CH3:9])[CH2:23][CH2:24]1)=[O:18])([CH3:15])[CH3:14]. Given the reactants [Cl:1][C:2]1[C:7]([O:8][CH3:9])=[C:6]([N+]([O-])=O)[CH:5]=[CH:4][N:3]=1.[CH:13]([O:16][C:17]([N:19]1[CH2:24][CH2:23][CH:22]([OH:25])[CH2:21][CH2:20]1)=[O:18])([CH3:15])[CH3:14].[H-].[Na+], predict the reaction product. (5) The product is: [Cl:9][C:5]1[CH:6]=[C:7]([CH3:8])[C:2]([C:11]#[N:13])=[N:3][CH:4]=1. Given the reactants Br[C:2]1[C:7]([CH3:8])=[CH:6][C:5]([Cl:9])=[CH:4][N:3]=1.C[C:11]([N:13](C)C)=O, predict the reaction product.